Dataset: Peptide-MHC class I binding affinity with 185,985 pairs from IEDB/IMGT. Task: Regression. Given a peptide amino acid sequence and an MHC pseudo amino acid sequence, predict their binding affinity value. This is MHC class I binding data. (1) The peptide sequence is EECDSELEI. The MHC is HLA-B44:02 with pseudo-sequence HLA-B44:02. The binding affinity (normalized) is 0.213. (2) The peptide sequence is PTAPPAGAAH. The MHC is HLA-A33:01 with pseudo-sequence HLA-A33:01. The binding affinity (normalized) is 0. (3) The peptide sequence is ISCQIYNAL. The MHC is HLA-A02:01 with pseudo-sequence HLA-A02:01. The binding affinity (normalized) is 0.0847. (4) The peptide sequence is QSGRQPTPL. The MHC is Patr-B0101 with pseudo-sequence Patr-B0101. The binding affinity (normalized) is 0.0592. (5) The peptide sequence is RPRQRGIPF. The MHC is HLA-C04:01 with pseudo-sequence HLA-C04:01. The binding affinity (normalized) is 0.213. (6) The peptide sequence is KSAAIDGEYR. The MHC is HLA-A31:01 with pseudo-sequence HLA-A31:01. The binding affinity (normalized) is 0.871. (7) The peptide sequence is NFLKQVYFESF. The MHC is H-2-Db with pseudo-sequence H-2-Db. The binding affinity (normalized) is 0.178.